Binary Classification. Given a drug SMILES string, predict its activity (active/inactive) in a high-throughput screening assay against a specified biological target. From a dataset of M1 muscarinic receptor antagonist screen with 61,756 compounds. (1) The compound is s1c(C(=O)NCc2ccc(OC)cc2)ccc1. The result is 0 (inactive). (2) The drug is Clc1ccc(S(=O)(=O)N(CC(=O)N2CCCCCC2)CC)cc1. The result is 0 (inactive). (3) The molecule is O=C1N(C(\C(C1=O)=C(\O)c1ccc(OCCCC)cc1)c1cc(OC)c(O)cc1)CCN(C)C. The result is 0 (inactive).